From a dataset of Forward reaction prediction with 1.9M reactions from USPTO patents (1976-2016). Predict the product of the given reaction. (1) The product is: [CH2:2]1[C:39]2[C:40](=[CH:41][CH:42]=[C:43]([NH:45][C:2]3[N:7]=[C:6]([C:8]4[C:9]([C:17]5[CH:18]=[C:19]([NH:23][C:24](=[O:33])[C:25]6[CH:30]=[CH:29][CH:28]=[CH:27][CH:26]=6)[CH:20]=[CH:21][CH:22]=5)=[N:10][N:11]5[CH:16]=[CH:15][CH:14]=[CH:13][C:12]=45)[CH:5]=[CH:4][N:3]=3)[CH:44]=2)[CH2:5][CH2:4][NH:3]1. Given the reactants Cl[C:2]1[N:7]=[C:6]([C:8]2[C:9]([C:17]3[CH:18]=[C:19]([NH:23][C:24](=[O:33])[C:25]4[C:30](F)=[CH:29][CH:28]=[CH:27][C:26]=4F)[CH:20]=[CH:21][CH:22]=3)=[N:10][N:11]3[CH:16]=[CH:15][CH:14]=[CH:13][C:12]=23)[CH:5]=[CH:4][N:3]=1.C(S([C:39]1[CH:40]=[CH:41][C:42](OC)=[C:43]([NH2:45])[CH:44]=1)(=O)=O)C, predict the reaction product. (2) Given the reactants [Cl:1][C:2]1[CH:10]=[CH:9][C:8]2[NH:7][C:6]3[CH2:11][CH2:12][N:13]([CH3:15])[CH2:14][C:5]=3[C:4]=2[CH:3]=1.[CH:16]1([N:19]2[CH:24]=[C:23]([CH:25]=[CH2:26])[CH:22]=[CH:21][C:20]2=[O:27])[CH2:18][CH2:17]1.[OH-].[K+], predict the reaction product. The product is: [Cl:1][C:2]1[CH:10]=[CH:9][C:8]2[N:7]([CH2:26][CH2:25][C:23]3[CH:22]=[CH:21][C:20](=[O:27])[N:19]([CH:16]4[CH2:17][CH2:18]4)[CH:24]=3)[C:6]3[CH2:11][CH2:12][N:13]([CH3:15])[CH2:14][C:5]=3[C:4]=2[CH:3]=1. (3) Given the reactants [NH2:1][C:2]1[CH:39]=[CH:38][C:5]([O:6][C:7]2[CH:12]=[CH:11][N:10]=[C:9]3[N:13]([CH2:29][C:30]4[CH:35]=[CH:34][C:33]([O:36][CH3:37])=[CH:32][CH:31]=4)[N:14]=[C:15]([N:16]4[CH2:21][CH2:20][N:19]([C:22]([O:24][C:25]([CH3:28])([CH3:27])[CH3:26])=[O:23])[CH2:18][CH2:17]4)[C:8]=23)=[C:4]([F:40])[CH:3]=1.[F:41][C:42]1[CH:47]=[CH:46][C:45]([N:48]2[CH2:53][CH:52]3[C:50]([C:54](O)=[O:55])([CH2:51]3)[C:49]2=[O:57])=[CH:44][CH:43]=1.CCN=C=NCCCN(C)C.C1C=CC2N(O)N=NC=2C=1.[NH4+].[Cl-], predict the reaction product. The product is: [CH3:37][O:36][C:33]1[CH:34]=[CH:35][C:30]([CH2:29][N:13]2[C:9]3=[N:10][CH:11]=[CH:12][C:7]([O:6][C:5]4[CH:38]=[CH:39][C:2]([NH:1][C:54]([C:50]56[CH2:51][CH:52]5[CH2:53][N:48]([C:45]5[CH:46]=[CH:47][C:42]([F:41])=[CH:43][CH:44]=5)[C:49]6=[O:57])=[O:55])=[CH:3][C:4]=4[F:40])=[C:8]3[C:15]([N:16]3[CH2:17][CH2:18][N:19]([C:22]([O:24][C:25]([CH3:27])([CH3:28])[CH3:26])=[O:23])[CH2:20][CH2:21]3)=[N:14]2)=[CH:31][CH:32]=1. (4) Given the reactants C(C1(COC2C(C3CC3)=CC(C(O)=O)=C(F)C=2)C2CC3CC(CC1C3)C2)#N.[CH:28]1([C:31]2[C:32]([O:41][CH2:42][CH:43]3[CH2:49][CH2:48][CH:47]4[CH:45]([C:46]4([F:51])[F:50])[CH2:44]3)=[CH:33][C:34]([F:40])=[C:35]([CH:39]=2)[C:36](O)=[O:37])[CH2:30][CH2:29]1.CS(N)(=O)=O.[CH:57]1([S:60]([NH2:63])(=[O:62])=[O:61])[CH2:59][CH2:58]1, predict the reaction product. The product is: [CH:28]1([C:31]2[C:32]([O:41][CH2:42][CH:43]3[CH2:49][CH2:48][CH:47]4[CH:45]([C:46]4([F:50])[F:51])[CH2:44]3)=[CH:33][C:34]([F:40])=[C:35]([CH:39]=2)[C:36]([NH:63][S:60]([CH:57]2[CH2:59][CH2:58]2)(=[O:62])=[O:61])=[O:37])[CH2:30][CH2:29]1. (5) Given the reactants [BH4-].[Na+].[CH3:3][CH:4]=[C:5](C)C.B(F)(F)F.CC[O:14]CC.C(O[C:21]1[CH:26]=[CH:25][C:24]([CH:27]2[O:31][CH2:30][CH2:29][O:28]2)=[CH:23][CH:22]=1)C=C.[OH-].[Na+].OO, predict the reaction product. The product is: [O:31]1[CH2:30][CH2:29][O:28][CH:27]1[C:24]1[CH:23]=[CH:22][C:21]([CH2:3][CH2:4][CH2:5][OH:14])=[CH:26][CH:25]=1. (6) Given the reactants [Cl:1][C:2]1[CH:27]=[C:26]([Cl:28])[CH:25]=[CH:24][C:3]=1[O:4][C:5]1[CH:10]=[CH:9][CH:8]=[CH:7][C:6]=1[NH:11][S:12]([C:15]1[CH:23]=[CH:22][C:18]([C:19]([OH:21])=O)=[CH:17][CH:16]=1)(=[O:14])=[O:13].[N:29]1[CH:34]=[CH:33][CH:32]=[CH:31][C:30]=1[CH2:35][N:36]1[CH2:41][CH2:40][NH:39][CH2:38][CH2:37]1, predict the reaction product. The product is: [Cl:1][C:2]1[CH:27]=[C:26]([Cl:28])[CH:25]=[CH:24][C:3]=1[O:4][C:5]1[CH:10]=[CH:9][CH:8]=[CH:7][C:6]=1[NH:11][S:12]([C:15]1[CH:23]=[CH:22][C:18]([C:19]([N:39]2[CH2:40][CH2:41][N:36]([CH2:35][C:30]3[CH:31]=[CH:32][CH:33]=[CH:34][N:29]=3)[CH2:37][CH2:38]2)=[O:21])=[CH:17][CH:16]=1)(=[O:13])=[O:14]. (7) The product is: [Cl:3][C:4]1[CH:5]=[C:6]([C:14]2[O:18][N:17]=[C:16]([C:19]3[C:20]([CH2:33][CH3:34])=[C:21]([CH2:25][CH2:26][CH2:27][C:28]([OH:30])=[O:29])[CH:22]=[CH:23][CH:24]=3)[N:15]=2)[CH:7]=[N:8][C:9]=1[O:10][CH:11]([CH3:13])[CH3:12]. Given the reactants [OH-].[Na+].[Cl:3][C:4]1[CH:5]=[C:6]([C:14]2[O:18][N:17]=[C:16]([C:19]3[C:20]([CH2:33][CH3:34])=[C:21]([CH2:25][CH2:26][CH2:27][C:28]([O:30]CC)=[O:29])[CH:22]=[CH:23][CH:24]=3)[N:15]=2)[CH:7]=[N:8][C:9]=1[O:10][CH:11]([CH3:13])[CH3:12].Cl, predict the reaction product.